The task is: Predict the product of the given reaction.. This data is from Forward reaction prediction with 1.9M reactions from USPTO patents (1976-2016). (1) The product is: [Br:1][C:2]1[C:11]2[C:6](=[CH:7][C:8]([C:12]3[O:13][C:14]4[CH:27]=[CH:26][CH:25]=[CH:24][C:15]=4[C:16]=3[CH2:17][CH2:18][CH:19]3[CH2:20][CH2:21][CH2:22][CH2:23]3)=[CH:9][CH:10]=2)[CH:5]=[CH:4][C:3]=1[O:28][CH2:29][C:30]([OH:32])=[O:31]. Given the reactants [Br:1][C:2]1[C:11]2[C:6](=[CH:7][C:8]([C:12]3[O:13][C:14]4[CH:27]=[CH:26][CH:25]=[CH:24][C:15]=4[C:16]=3[CH2:17][CH2:18][CH:19]3[CH2:23][CH2:22][CH2:21][CH2:20]3)=[CH:9][CH:10]=2)[CH:5]=[CH:4][C:3]=1[O:28][CH2:29][C:30]([O:32]CC)=[O:31].[OH-].[K+], predict the reaction product. (2) Given the reactants [CH2:1]([N:3]=[C:4]=[O:5])[CH3:2].[NH2:6][C:7]1[N:38]=[C:10]2[CH:11]=[C:12]([C:20]3[CH:21]=[N:22][C:23]([N:26]4[CH2:31][CH2:30][C:29]([CH3:37])([C:32]([O:34][CH2:35][CH3:36])=[O:33])[CH2:28][CH2:27]4)=[N:24][CH:25]=3)[CH:13]=[C:14]([N:15]3[CH:19]=[CH:18][CH:17]=[N:16]3)[N:9]2[N:8]=1, predict the reaction product. The product is: [CH2:1]([NH:3][C:4]([NH:6][C:7]1[N:38]=[C:10]2[CH:11]=[C:12]([C:20]3[CH:25]=[N:24][C:23]([N:26]4[CH2:31][CH2:30][C:29]([CH3:37])([C:32]([O:34][CH2:35][CH3:36])=[O:33])[CH2:28][CH2:27]4)=[N:22][CH:21]=3)[CH:13]=[C:14]([N:15]3[CH:19]=[CH:18][CH:17]=[N:16]3)[N:9]2[N:8]=1)=[O:5])[CH3:2]. (3) Given the reactants CS([C:5]1[CH:10]=[CH:9][C:8]([CH2:11][CH2:12][C:13]([C:15]2[C:16]([NH:22][C:23]3[CH:28]=[CH:27][CH:26]=[C:25]([N+:29]([O-:31])=[O:30])[CH:24]=3)=[N:17][C:18]([CH3:21])=[CH:19][CH:20]=2)=[O:14])=[CH:7][CH:6]=1)(=O)=O.[CH3:32][O:33][C:34](=[O:38])[C:35](Cl)=O, predict the reaction product. The product is: [CH3:32][O:33][C:34]([C:35]1[N:22]([C:23]2[CH:28]=[CH:27][CH:26]=[C:25]([N+:29]([O-:31])=[O:30])[CH:24]=2)[C:16]2[C:15]([C:13](=[O:14])[C:12]=1[CH2:11][C:8]1[CH:9]=[CH:10][CH:5]=[CH:6][CH:7]=1)=[CH:20][CH:19]=[C:18]([CH3:21])[N:17]=2)=[O:38]. (4) Given the reactants [C:1]([C:5]1[N:10]=[CH:9][C:8]([C:11]2[N:12]([C:32]([N:34]3[CH2:39][CH2:38][NH:37][CH2:36][CH2:35]3)=[O:33])[C@@:13]([C:25]3[CH:30]=[CH:29][C:28]([Cl:31])=[CH:27][CH:26]=3)([CH3:24])[C@@:14]([C:17]3[CH:22]=[CH:21][C:20]([Cl:23])=[CH:19][CH:18]=3)([CH3:16])[N:15]=2)=[C:7]([O:40][CH2:41][CH3:42])[CH:6]=1)([CH3:4])([CH3:3])[CH3:2].C[Si]([N:47]=[C:48]=[O:49])(C)C, predict the reaction product. The product is: [C:1]([C:5]1[N:10]=[CH:9][C:8]([C:11]2[N:12]([C:32]([N:34]3[CH2:39][CH2:38][N:37]([C:48]([NH2:47])=[O:49])[CH2:36][CH2:35]3)=[O:33])[C@@:13]([C:25]3[CH:30]=[CH:29][C:28]([Cl:31])=[CH:27][CH:26]=3)([CH3:24])[C@@:14]([C:17]3[CH:18]=[CH:19][C:20]([Cl:23])=[CH:21][CH:22]=3)([CH3:16])[N:15]=2)=[C:7]([O:40][CH2:41][CH3:42])[CH:6]=1)([CH3:2])([CH3:3])[CH3:4]. (5) Given the reactants CS(O[CH2:6][CH2:7][C@@H:8]([NH:20][C:21]([O:23][C:24]([CH3:27])([CH3:26])[CH3:25])=[O:22])[CH2:9][C:10]1[CH:15]=[CH:14][C:13]([C:16]([F:19])([F:18])[F:17])=[CH:12][CH:11]=1)(=O)=O.[N-:28]=[N+:29]=[N-:30].[Na+].O.CCOC(C)=O, predict the reaction product. The product is: [N:28]([CH2:6][CH2:7][C@@H:8]([NH:20][C:21](=[O:22])[O:23][C:24]([CH3:27])([CH3:26])[CH3:25])[CH2:9][C:10]1[CH:15]=[CH:14][C:13]([C:16]([F:19])([F:18])[F:17])=[CH:12][CH:11]=1)=[N+:29]=[N-:30]. (6) Given the reactants [Cl:1][C:2]1[C:3]([CH3:25])=[C:4]([N:10]([CH2:22][CH:23]=C)[S:11](/[CH:14]=C/C2C=CC=CC=2)(=[O:13])=[O:12])[CH:5]=[CH:6][C:7]=1[C:8]#[N:9], predict the reaction product. The product is: [Cl:1][C:2]1[C:3]([CH3:25])=[C:4]([N:10]2[CH2:22][CH:23]=[CH:14][S:11]2(=[O:12])=[O:13])[CH:5]=[CH:6][C:7]=1[C:8]#[N:9].